From a dataset of Full USPTO retrosynthesis dataset with 1.9M reactions from patents (1976-2016). Predict the reactants needed to synthesize the given product. Given the product [Cl:1][C:2]1[CH:3]=[CH:4][C:5]([C:8]2[CH2:13][CH2:12][C:11]([CH3:14])([CH3:15])[CH2:10][C:9]=2[CH2:16][N:21]2[CH2:20][CH2:19][N:18]([C:24]3[CH:25]=[CH:26][C:27]([C:28]([O:30][CH2:31][CH3:32])=[O:29])=[CH:33][CH:34]=3)[CH2:23][CH2:22]2)=[CH:6][CH:7]=1, predict the reactants needed to synthesize it. The reactants are: [Cl:1][C:2]1[CH:7]=[CH:6][C:5]([C:8]2[CH2:13][CH2:12][C:11]([CH3:15])([CH3:14])[CH2:10][C:9]=2[CH:16]=O)=[CH:4][CH:3]=1.[N:18]1([C:24]2[CH:34]=[CH:33][C:27]([C:28]([O:30][CH2:31][CH3:32])=[O:29])=[CH:26][CH:25]=2)[CH2:23][CH2:22][NH:21][CH2:20][CH2:19]1.